Dataset: Full USPTO retrosynthesis dataset with 1.9M reactions from patents (1976-2016). Task: Predict the reactants needed to synthesize the given product. (1) Given the product [CH3:1][O:2][C:3]1[CH:4]=[C:5]([C:9]2([C:10]#[N:11])[CH2:14][CH2:13]2)[CH:6]=[CH:7][CH:8]=1, predict the reactants needed to synthesize it. The reactants are: [CH3:1][O:2][C:3]1[CH:4]=[C:5]([CH2:9][C:10]#[N:11])[CH:6]=[CH:7][CH:8]=1.[OH-].[CH2:13]([N+](CCCC)(CCCC)CCCC)[CH2:14]CC.[OH-].[Na+].BrCCBr. (2) Given the product [CH3:31][C:25]([C:32]1[CH:33]=[CH:34][C:35]([C:38]2[CH:43]=[CH:42][C:41]([O:44][CH2:45][C:46]3([CH3:50])[CH2:49][O:48][CH2:47]3)=[CH:40][CH:39]=2)=[CH:36][CH:37]=1)([CH3:24])[C:26]([OH:28])=[O:27], predict the reactants needed to synthesize it. The reactants are: CC(C1C=CC(B2OC(C)(C)C(C)(C)O2)=CC=1)(C)C(OCC)=O.[CH3:24][C:25]([C:32]1[CH:37]=[CH:36][C:35]([C:38]2[CH:43]=[CH:42][C:41]([O:44][CH2:45][C:46]3([CH3:50])[CH2:49][O:48][CH2:47]3)=[CH:40][CH:39]=2)=[CH:34][CH:33]=1)([CH3:31])[C:26]([O:28]CC)=[O:27].O.[OH-].[Li+]. (3) The reactants are: [H-].[Na+].[O:3]=[C:4]1[CH2:9][CH2:8][CH2:7][CH:6]([NH:10][C:11](=[O:17])[O:12][C:13]([CH3:16])([CH3:15])[CH3:14])[CH2:5]1.[CH3:18]S(C)=O. Given the product [O:3]1[C:4]2([CH2:9][CH2:8][CH2:7][C@@H:6]([NH:10][C:11](=[O:17])[O:12][C:13]([CH3:14])([CH3:16])[CH3:15])[CH2:5]2)[CH2:18]1, predict the reactants needed to synthesize it. (4) Given the product [C:1]([O:5][C:6](=[O:22])[NH:7][C:8]1[CH:13]=[CH:12][C:11]([C:14]2[CH:15]=[CH:16][C:17]([F:20])=[CH:18][CH:19]=2)=[CH:10][C:9]=1[NH:21][C:26](=[O:25])[CH2:27][C:28](=[O:40])[C:29]1[CH:34]=[CH:33][CH:32]=[C:31]([N:35]2[CH:39]=[N:38][N:37]=[N:36]2)[CH:30]=1)([CH3:4])([CH3:2])[CH3:3], predict the reactants needed to synthesize it. The reactants are: [C:1]([O:5][C:6](=[O:22])[NH:7][C:8]1[CH:13]=[CH:12][C:11]([C:14]2[CH:19]=[CH:18][C:17]([F:20])=[CH:16][CH:15]=2)=[CH:10][C:9]=1[NH2:21])([CH3:4])([CH3:3])[CH3:2].C([O:25][C:26](=O)[CH2:27][C:28](=[O:40])[C:29]1[CH:34]=[CH:33][CH:32]=[C:31]([N:35]2[CH:39]=[N:38][N:37]=[N:36]2)[CH:30]=1)C. (5) Given the product [CH2:30]([N:15]([CH2:14][CH2:13][C:10]1[CH:9]=[C:8]([C:5]2[CH:4]=[CH:3][C:2]([F:1])=[CH:7][N:6]=2)[O:12][N:11]=1)[C:16](=[O:29])[C:17]1[CH:22]=[C:21]([CH3:23])[CH:20]=[CH:19][C:18]=1[N:24]1[N:28]=[CH:27][CH:26]=[N:25]1)[CH3:31], predict the reactants needed to synthesize it. The reactants are: [F:1][C:2]1[CH:3]=[CH:4][C:5]([C:8]2[O:12][N:11]=[C:10]([CH2:13][CH2:14][NH:15][C:16](=[O:29])[C:17]3[CH:22]=[C:21]([CH3:23])[CH:20]=[CH:19][C:18]=3[N:24]3[N:28]=[CH:27][CH:26]=[N:25]3)[CH:9]=2)=[N:6][CH:7]=1.[CH2:30](I)[CH3:31]. (6) The reactants are: [CH:1]([C:3]1[NH:7][C:6]([CH2:8][CH2:9][C:10]([O:12]CC)=[O:11])=[CH:5][C:4]=1[CH2:15][CH2:16][CH3:17])=[O:2].Cl.CCOC(C)=O. Given the product [CH:1]([C:3]1[NH:7][C:6]([CH2:8][CH2:9][C:10]([OH:12])=[O:11])=[CH:5][C:4]=1[CH2:15][CH2:16][CH3:17])=[O:2], predict the reactants needed to synthesize it. (7) The reactants are: C[O:2][C:3]([C:5]1[C:6]([CH3:25])=[C:7]([C:15]2[CH:20]=[CH:19][CH:18]=[C:17]([C:21]([F:24])([F:23])[F:22])[CH:16]=2)[C:8]2[N:9]([N:11]=[C:12]([NH2:14])[N:13]=2)[CH:10]=1)=[O:4].[OH-].[Li+]. Given the product [NH2:14][C:12]1[N:13]=[C:8]2[C:7]([C:15]3[CH:20]=[CH:19][CH:18]=[C:17]([C:21]([F:22])([F:23])[F:24])[CH:16]=3)=[C:6]([CH3:25])[C:5]([C:3]([OH:4])=[O:2])=[CH:10][N:9]2[N:11]=1, predict the reactants needed to synthesize it. (8) Given the product [F:32][C:29]([F:30])([F:31])[C:27]1[CH:26]=[C:5]([CH:4]=[C:3]([C:2]([F:1])([F:33])[F:34])[CH:28]=1)[C:6]([N:8]1[CH2:25][CH2:24][C:11]2([C:15](=[O:16])[N:14]([CH3:35])[CH:13]=[C:12]2[C:17]2[CH:22]=[CH:21][CH:20]=[CH:19][C:18]=2[CH3:23])[CH2:10][CH2:9]1)=[O:7], predict the reactants needed to synthesize it. The reactants are: [F:1][C:2]([F:34])([F:33])[C:3]1[CH:4]=[C:5]([CH:26]=[C:27]([C:29]([F:32])([F:31])[F:30])[CH:28]=1)[C:6]([N:8]1[CH2:25][CH2:24][C:11]2([C:15](=[O:16])[NH:14][CH:13]=[C:12]2[C:17]2[CH:22]=[CH:21][CH:20]=[CH:19][C:18]=2[CH3:23])[CH2:10][CH2:9]1)=[O:7].[CH3:35]I.